Task: Predict the product of the given reaction.. Dataset: Forward reaction prediction with 1.9M reactions from USPTO patents (1976-2016) (1) Given the reactants [Cl:1][C:2]1[C:7]([N+:8]([O-])=O)=[C:6]([NH2:11])[CH:5]=[C:4]([Cl:12])[N:3]=1, predict the reaction product. The product is: [Cl:1][C:2]1[C:7]([NH2:8])=[C:6]([NH2:11])[CH:5]=[C:4]([Cl:12])[N:3]=1. (2) Given the reactants [C:1]1(=[O:10])[C:9]2[C:4](=[CH:5][CH:6]=[CH:7][CH:8]=2)[CH2:3][NH:2]1.Br[CH2:12][CH2:13][CH2:14][C:15]1[CH:20]=[CH:19][CH:18]=[CH:17][CH:16]=1.C([O-])([O-])=O.[Cs+].[Cs+].C1OCCOCCOCCOCCOCCOC1, predict the reaction product. The product is: [C:15]1([CH2:14][CH2:13][CH2:12][N:2]2[CH2:3][C:4]3[C:9](=[CH:8][CH:7]=[CH:6][CH:5]=3)[C:1]2=[O:10])[CH:20]=[CH:19][CH:18]=[CH:17][CH:16]=1. (3) Given the reactants CN(C(ON1N=NC2C=CC=NC1=2)=[N+](C)C)C.F[P-](F)(F)(F)(F)F.Cl.Cl.[Cl:27][C:28]1[C:29]([F:54])=[C:30]([NH:34][C:35]2[C:44]3[C:39](=[CH:40][C:41]([O:52][CH3:53])=[C:42]([O:45][CH:46]4[CH2:51][CH2:50][NH:49][CH2:48][CH2:47]4)[CH:43]=3)[N:38]=[CH:37][N:36]=2)[CH:31]=[CH:32][CH:33]=1.C(N(C(C)C)CC)(C)C.[O:64]1[C:68]([C:69](O)=[O:70])=[CH:67][CH:66]=[N:65]1, predict the reaction product. The product is: [Cl:27][C:28]1[C:29]([F:54])=[C:30]([NH:34][C:35]2[C:44]3[C:39](=[CH:40][C:41]([O:52][CH3:53])=[C:42]([O:45][CH:46]4[CH2:47][CH2:48][N:49]([C:69]([C:68]5[O:64][N:65]=[CH:66][CH:67]=5)=[O:70])[CH2:50][CH2:51]4)[CH:43]=3)[N:38]=[CH:37][N:36]=2)[CH:31]=[CH:32][CH:33]=1.